From a dataset of Forward reaction prediction with 1.9M reactions from USPTO patents (1976-2016). Predict the product of the given reaction. Given the reactants C(C1(CC)C(=O)OC(CCN2CCN(C3C=CC=CC=3C#N)CC2)C1)C.[CH:27]([C:30]1[CH:35]=[CH:34][CH:33]=[CH:32][C:31]=1[N:36]1[CH2:41][CH2:40][NH:39][CH2:38][CH2:37]1)([CH3:29])[CH3:28].N1(C2C=CC=CC=2C#N)CCNCC1.[O:56]=[C:57]1[O:61][CH:60]([CH2:62][CH2:63]C2C(C)=C(S([O-])(=O)=O)C=CC=2)[CH2:59][C:58]1([C:81]1[CH:86]=[CH:85][CH:84]=[CH:83][CH:82]=1)[C:75]1[CH:80]=[CH:79][CH:78]=[CH:77][CH:76]=1.CC1C=CC(S(OCCC2CC(CC)(CC)C(=O)O2)(=O)=O)=CC=1, predict the reaction product. The product is: [CH:27]([C:30]1[CH:35]=[CH:34][CH:33]=[CH:32][C:31]=1[N:36]1[CH2:37][CH2:38][N:39]([CH2:63][CH2:62][CH:60]2[O:61][C:57](=[O:56])[C:58]([C:81]3[CH:86]=[CH:85][CH:84]=[CH:83][CH:82]=3)([C:75]3[CH:80]=[CH:79][CH:78]=[CH:77][CH:76]=3)[CH2:59]2)[CH2:40][CH2:41]1)([CH3:29])[CH3:28].